From a dataset of Full USPTO retrosynthesis dataset with 1.9M reactions from patents (1976-2016). Predict the reactants needed to synthesize the given product. (1) Given the product [ClH:27].[ClH:27].[CH:1]1([CH2:7][C@H:8]([NH2:13])[CH2:9][N:10]([CH3:12])[CH3:11])[CH2:6][CH2:5][CH2:4][CH2:3][CH2:2]1, predict the reactants needed to synthesize it. The reactants are: [CH:1]1([CH2:7][C@H:8]([NH:13]C(=O)OC(C)(C)C)[CH2:9][N:10]([CH3:12])[CH3:11])[CH2:6][CH2:5][CH2:4][CH2:3][CH2:2]1.O1CCOCC1.[ClH:27]. (2) The reactants are: [Cl:1][C:2]1[CH:7]=[CH:6][C:5]([C:8]2[C:9]([O:17][CH2:18][C:19]3[N:20]([CH3:24])[CH:21]=[CH:22][N:23]=3)=[N:10][CH:11]=[C:12]([CH:16]=2)[C:13](O)=[O:14])=[CH:4][CH:3]=1.[NH2:25][C@@H:26]1[CH2:31][CH2:30][CH2:29][CH2:28][C@H:27]1[OH:32]. Given the product [Cl:1][C:2]1[CH:7]=[CH:6][C:5]([C:8]2[C:9]([O:17][CH2:18][C:19]3[N:20]([CH3:24])[CH:21]=[CH:22][N:23]=3)=[N:10][CH:11]=[C:12]([CH:16]=2)[C:13]([NH:25][C@@H:26]2[CH2:31][CH2:30][CH2:29][CH2:28][C@H:27]2[OH:32])=[O:14])=[CH:4][CH:3]=1, predict the reactants needed to synthesize it. (3) Given the product [CH2:12]([C:3]1([C:7]([O:9][CH2:10][CH3:11])=[O:8])[CH2:4][CH2:5][CH2:6][CH:2]1[O:1][C:18](=[O:25])[C:19]1[CH:24]=[CH:23][CH:22]=[CH:21][CH:20]=1)[CH2:13][CH3:14], predict the reactants needed to synthesize it. The reactants are: [OH:1][CH:2]1[CH2:6][CH2:5][CH2:4][C:3]1([CH2:12][CH2:13][CH3:14])[C:7]([O:9][CH2:10][CH3:11])=[O:8].C(Cl)Cl.[C:18](Cl)(=[O:25])[C:19]1[CH:24]=[CH:23][CH:22]=[CH:21][CH:20]=1. (4) Given the product [CH3:15][S:16]([C:19]1[CH:20]=[CH:21][C:22]([O:28][C@@H:29]([CH3:34])[C:30]([F:31])([F:32])[F:33])=[C:23]([C:24]([N:11]2[CH2:10][CH2:9][C:7]3[N:8]=[C:3]([C:2]([F:1])([F:13])[F:14])[N:4]=[CH:5][C:6]=3[CH2:12]2)=[O:25])[CH:27]=1)(=[O:18])=[O:17], predict the reactants needed to synthesize it. The reactants are: [F:1][C:2]([F:14])([F:13])[C:3]1[N:4]=[CH:5][C:6]2[CH2:12][NH:11][CH2:10][CH2:9][C:7]=2[N:8]=1.[CH3:15][S:16]([C:19]1[CH:20]=[CH:21][C:22]([O:28][C@@H:29]([CH3:34])[C:30]([F:33])([F:32])[F:31])=[C:23]([CH:27]=1)[C:24](O)=[O:25])(=[O:18])=[O:17]. (5) Given the product [CH2:1]([N:3]([CH2:15][CH3:16])[C:4]([C:6]1[S:10][C:9]([C:11]([NH:18][NH2:19])=[O:12])=[CH:8][CH:7]=1)=[O:5])[CH3:2], predict the reactants needed to synthesize it. The reactants are: [CH2:1]([N:3]([CH2:15][CH3:16])[C:4]([C:6]1[S:10][C:9]([C:11](OC)=[O:12])=[CH:8][CH:7]=1)=[O:5])[CH3:2].O.[NH2:18][NH2:19].O. (6) Given the product [CH:25]([NH:28][C:3]([C:5]1[N:6]([CH3:24])[N:7]=[C:8]([O:10][CH2:11][C:12]2[C:13]([C:18]3[CH:19]=[CH:20][CH:21]=[CH:22][CH:23]=3)=[N:14][O:15][C:16]=2[CH3:17])[CH:9]=1)=[O:4])([CH3:27])[CH3:26], predict the reactants needed to synthesize it. The reactants are: CO[C:3]([C:5]1[N:6]([CH3:24])[N:7]=[C:8]([O:10][CH2:11][C:12]2[C:13]([C:18]3[CH:23]=[CH:22][CH:21]=[CH:20][CH:19]=3)=[N:14][O:15][C:16]=2[CH3:17])[CH:9]=1)=[O:4].[CH:25]([NH2:28])([CH3:27])[CH3:26]. (7) Given the product [CH3:1][O:2][C:3]1[CH:4]=[CH:5][C:6]([CH2:7][NH:8][C:9]2[N:17]=[C:16]([NH:18][CH2:19][CH2:20][CH2:21][OH:22])[N:15]=[C:14]3[C:10]=2[N:11]=[C:12]([NH:23][CH2:24][CH2:25][CH2:26][OH:27])[N:13]3[CH:31]([CH3:32])[CH3:30])=[CH:28][CH:29]=1, predict the reactants needed to synthesize it. The reactants are: [CH3:1][O:2][C:3]1[CH:29]=[CH:28][C:6]([CH2:7][NH:8][C:9]2[N:17]=[C:16]([NH:18][CH2:19][CH2:20][CH2:21][OH:22])[N:15]=[C:14]3[C:10]=2[NH:11][C:12]([NH:23][CH2:24][CH2:25][CH2:26][OH:27])=[N:13]3)=[CH:5][CH:4]=1.[CH2:30](Br)[CH:31]=[CH2:32].C(=O)([O-])[O-].[K+].[K+].